Dataset: Forward reaction prediction with 1.9M reactions from USPTO patents (1976-2016). Task: Predict the product of the given reaction. (1) The product is: [Cl:1][C:2]1[CH:3]=[C:4]([C:8]2[N:12]=[C:11]([CH:13]([N:15]([CH:20]3[CH2:21][CH2:22]3)[C:16](=[N:18][CH3:19])[S:17][CH2:24][CH3:25])[CH3:14])[O:10][N:9]=2)[CH:5]=[CH:6][CH:7]=1. Given the reactants [Cl:1][C:2]1[CH:3]=[C:4]([C:8]2[N:12]=[C:11]([CH:13]([N:15]([CH:20]3[CH2:22][CH2:21]3)[C:16]([NH:18][CH3:19])=[S:17])[CH3:14])[O:10][N:9]=2)[CH:5]=[CH:6][CH:7]=1.I[CH2:24][CH3:25], predict the reaction product. (2) The product is: [NH2:27][C@@H:26]1[CH2:25][CH2:24][C@@H:23]([C:35]2[CH:40]=[CH:39][CH:38]=[C:37]([F:41])[C:36]=2[F:42])[CH2:22][N:21]2[C:17]([CH:15]([NH:14][S:12]([C:8]([CH3:9])([CH3:11])[CH3:10])=[O:13])[CH3:16])=[CH:18][N:19]=[C:20]12. Given the reactants FC(F)(F)C(O)=O.[C:8]([S:12]([NH:14][CH:15]([C:17]1[N:21]2[CH2:22][C@H:23]([C:35]3[CH:40]=[CH:39][CH:38]=[C:37]([F:41])[C:36]=3[F:42])[CH2:24][CH2:25][C@@H:26]([NH:27]C(=O)OC(C)(C)C)[C:20]2=[N:19][CH:18]=1)[CH3:16])=[O:13])([CH3:11])([CH3:10])[CH3:9].C(=O)(O)[O-].[Na+], predict the reaction product. (3) The product is: [CH3:1][C:2]1[CH:10]=[CH:9][C:8]([N+:11]([O-:13])=[O:12])=[CH:7][C:3]=1[C:4]([NH:51][C:49]1[CH:50]=[N:45][CH:46]=[N:47][CH:48]=1)=[O:6]. Given the reactants [CH3:1][C:2]1[CH:10]=[CH:9][C:8]([N+:11]([O-:13])=[O:12])=[CH:7][C:3]=1[C:4]([OH:6])=O.CN(C(ON1N=NC2C=CC=NC1=2)=[N+](C)C)C.F[P-](F)(F)(F)(F)F.C(NC(C)C)(C)C.[N:45]1[CH:50]=[C:49]([NH2:51])[CH:48]=[N:47][CH:46]=1, predict the reaction product. (4) Given the reactants N[C:2]1[CH:7]=CC=CC=1.C(C1C(C2C=CC=C(Cl)C=2)=NN(CC)C(=O)C=1NC1C=CC=CC=1Cl)(=O)C.C(C1C(C2C=CC=C(Cl)C=2)=NN(CC)C(=O)C=1NC1C=CC=CC=1[F:61])(=O)C.C(C1C(C2C=CC=C(Cl)C=2)=NN(CC)C(=O)C=1NC1C=C(C=CC=1)C#N)(=O)C.C(C1C(C2C=CC=C(Cl)C=2)=NN(CC)C(=O)C=1NC1C=CC(CO)=CC=1)(=O)C.[C:118]([C:121]1[C:126]([C:127]2[CH:132]=[CH:131][CH:130]=[C:129](Cl)[CH:128]=2)=[N:125][N:124]([CH2:134][CH3:135])[C:123](=[O:136])[C:122]=1[NH:137][C:138]1[CH:139]=[C:140]([CH:144]=[CH:145][CH:146]=1)[C:141]([NH2:143])=[O:142])(=[O:120])[CH3:119], predict the reaction product. The product is: [C:118]([C:121]1[C:126]([C:127]2[CH:132]=[CH:131][C:130]([F:61])=[CH:129][CH:128]=2)=[N:125][N:124]([CH2:134][CH:135]2[CH2:2][CH2:7]2)[C:123](=[O:136])[C:122]=1[NH:137][C:138]1[CH:139]=[C:140]([CH:144]=[CH:145][CH:146]=1)[C:141]([NH2:143])=[O:142])(=[O:120])[CH3:119]. (5) Given the reactants [F:1][C:2]([F:17])([F:16])[C:3]1[C:11]2[C:6](=[N:7][CH:8]=[CH:9][CH:10]=2)[N:5]([CH2:12][C:13]([OH:15])=O)[N:4]=1.[F:18][C:19]1[CH:24]=[CH:23][C:22]([N:25]2[C:33]3[CH2:32][CH2:31][CH2:30][NH:29][C:28]=3[CH:27]=[N:26]2)=[CH:21][CH:20]=1, predict the reaction product. The product is: [F:18][C:19]1[CH:20]=[CH:21][C:22]([N:25]2[C:33]3[CH2:32][CH2:31][CH2:30][N:29]([C:13](=[O:15])[CH2:12][N:5]4[C:6]5=[N:7][CH:8]=[CH:9][CH:10]=[C:11]5[C:3]([C:2]([F:1])([F:17])[F:16])=[N:4]4)[C:28]=3[CH:27]=[N:26]2)=[CH:23][CH:24]=1. (6) The product is: [Br:28][CH2:10][C:7]1[CH:6]=[CH:5][C:4]([CH2:3][C:2]([F:15])([F:1])[C:11]([F:13])([F:12])[F:14])=[CH:9][CH:8]=1. Given the reactants [F:1][C:2]([F:15])([C:11]([F:14])([F:13])[F:12])[CH2:3][C:4]1[CH:9]=[CH:8][C:7]([CH3:10])=[CH:6][CH:5]=1.N(C(C)(C)C#N)=NC(C)(C)C#N.[Br:28]N1C(=O)CCC1=O, predict the reaction product.